Dataset: Forward reaction prediction with 1.9M reactions from USPTO patents (1976-2016). Task: Predict the product of the given reaction. (1) Given the reactants Cl[C:2]1[C:11]2[C:6](=[CH:7][CH:8]=[CH:9][C:10]=2[Cl:12])[CH:5]=[C:4]([C@@H:13]([NH:15]C(=O)OCC2C3C=CC=CC=3C3C2=CC=CC=3)[CH3:14])[N:3]=1.[CH3:33][N:34]1[CH2:39][CH2:38][NH:37][CH2:36][CH2:35]1, predict the reaction product. The product is: [Cl:12][C:10]1[CH:9]=[CH:8][CH:7]=[C:6]2[C:11]=1[C:2]([N:37]1[CH2:38][CH2:39][N:34]([CH3:33])[CH2:35][CH2:36]1)=[N:3][C:4]([C@@H:13]([NH2:15])[CH3:14])=[CH:5]2. (2) Given the reactants [Cl:1][C:2]1[C:6]([NH:7][CH3:8])=[CH:5][N:4]([C:9]2[CH:10]=[N:11][CH:12]=[CH:13][CH:14]=2)[N:3]=1.C(N(CC)CC)C.[CH3:22][C:23]([CH3:30])([CH2:27][S:28][CH3:29])[C:24](Cl)=[O:25].O, predict the reaction product. The product is: [Cl:1][C:2]1[C:6]([N:7]([CH3:8])[C:24](=[O:25])[C:23]([CH3:30])([CH3:22])[CH2:27][S:28][CH3:29])=[CH:5][N:4]([C:9]2[CH:10]=[N:11][CH:12]=[CH:13][CH:14]=2)[N:3]=1.